From a dataset of Full USPTO retrosynthesis dataset with 1.9M reactions from patents (1976-2016). Predict the reactants needed to synthesize the given product. (1) The reactants are: Cl[CH2:2][CH2:3][CH2:4]/[C:5](=[N:14]\[S@:15]([C:17]([CH3:20])([CH3:19])[CH3:18])=[O:16])/[C:6]1[CH:11]=[CH:10][CH:9]=[C:8]([O:12][CH3:13])[CH:7]=1.CC(C[AlH]CC(C)C)C.[Li+].C[Si]([N-][Si](C)(C)C)(C)C. Given the product [CH3:18][C:17]([S@@:15]([N:14]1[CH2:2][CH2:3][CH2:4][C@H:5]1[C:6]1[CH:11]=[CH:10][CH:9]=[C:8]([O:12][CH3:13])[CH:7]=1)=[O:16])([CH3:20])[CH3:19], predict the reactants needed to synthesize it. (2) Given the product [NH2:1][C:2]1[NH:6][N:5]=[C:4]([NH:7][C:8]2[CH:9]=[C:10]([Cl:24])[C:11]([S:15]([C:16]3[CH:23]=[CH:22][C:19]([C:20]#[N:21])=[CH:18][CH:17]=3)=[O:25])=[C:12]([Cl:14])[CH:13]=2)[N:3]=1, predict the reactants needed to synthesize it. The reactants are: [NH2:1][C:2]1[NH:6][N:5]=[C:4]([NH:7][C:8]2[CH:13]=[C:12]([Cl:14])[C:11]([S:15][C:16]3[CH:23]=[CH:22][C:19]([C:20]#[N:21])=[CH:18][CH:17]=3)=[C:10]([Cl:24])[CH:9]=2)[N:3]=1.[OH:25]OS([O-])=O.[K+]. (3) Given the product [Cl:18][C:19]1[C:27]([C:28]([F:31])([F:30])[F:29])=[CH:26][CH:25]=[CH:24][C:20]=1[C:21]([N:13]1[CH2:14][CH2:15][C:16]2[N:8]([C:5]3[N:6]=[CH:7][C:2]([F:1])=[CH:3][N:4]=3)[N:33]=[N:10][C:11]=2[CH:12]1[CH3:17])=[O:22], predict the reactants needed to synthesize it. The reactants are: [F:1][C:2]1[CH:3]=[N:4][C:5]([N:8]2[C:16]3[CH2:15][CH2:14][NH:13][CH:12]([CH3:17])[C:11]=3[N:10]=C2)=[N:6][CH:7]=1.[Cl:18][C:19]1[C:27]([C:28]([F:31])([F:30])[F:29])=[CH:26][CH:25]=[CH:24][C:20]=1[C:21](O)=[O:22].C[N:33](C(ON1N=NC2C=CC=NC1=2)=[N+](C)C)C.F[P-](F)(F)(F)(F)F.CCN(CC)CC. (4) Given the product [Br:34][C:13]1[C:12]([N:16]2[C:17]([CH3:25])([CH3:24])[CH2:18][CH2:19][CH2:20][C:21]2([CH3:23])[CH3:22])=[N:11][C:10]([N:3]2[C:4]([CH3:8])([CH3:9])[CH2:5][CH2:6][CH2:7][C:2]2([CH3:26])[CH3:1])=[CH:15][CH:14]=1, predict the reactants needed to synthesize it. The reactants are: [CH3:1][C:2]1([CH3:26])[CH2:7][CH2:6][CH2:5][C:4]([CH3:9])([CH3:8])[N:3]1[C:10]1[CH:15]=[CH:14][CH:13]=[C:12]([N:16]2[C:21]([CH3:23])([CH3:22])[CH2:20][CH2:19][CH2:18][C:17]2([CH3:25])[CH3:24])[N:11]=1.C1C(=O)N([Br:34])C(=O)C1. (5) Given the product [OH:48][CH2:47][C@@H:46]([C@@H:45](/[CH:44]=[CH:43]/[CH2:42][CH2:41][CH2:40][CH2:39][CH2:38][CH2:37][CH2:36][CH2:35][CH2:34][CH2:33][CH2:32][CH2:31][CH3:2])[OH:50])[NH2:49], predict the reactants needed to synthesize it. The reactants are: S[CH2:2][C@H]([C@@H](CS)O)O.C(N(CC(O)=O)CC(O)=O)CN(CC(O)=O)CC(O)=O.[F-].[Na+].[CH3:31][CH2:32][CH2:33][CH2:34][CH2:35][CH2:36][CH2:37][CH2:38][CH2:39][CH2:40][CH2:41][CH2:42]/[CH:43]=[CH:44]/[C@@H:45]([OH:50])[C@@H:46]([NH2:49])[CH2:47][OH:48].N[C@H](C(O)=O)C.CC(OC(C)=O)=O.